From a dataset of Forward reaction prediction with 1.9M reactions from USPTO patents (1976-2016). Predict the product of the given reaction. (1) Given the reactants [CH:1]12[NH:8][CH:5]([CH2:6][CH2:7]1)[CH2:4][CH:3]([CH:9]1[C:22]3[CH:21]=[CH:20][C:19]([C:23]4[CH:28]=[CH:27][CH:26]=[CH:25][C:24]=4[NH:29][C:30](=[O:32])[CH3:31])=[CH:18][C:17]=3[O:16][C:15]3[C:10]1=[CH:11][CH:12]=[CH:13][CH:14]=3)[CH2:2]2.C(=O)([O-])[O-].[K+].[K+].[CH2:39](Br)[CH:40]=[CH2:41], predict the reaction product. The product is: [CH2:41]([N:8]1[CH:1]2[CH2:7][CH2:6][CH:5]1[CH2:4][CH:3]([CH:9]1[C:22]3[CH:21]=[CH:20][C:19]([C:23]4[CH:28]=[CH:27][CH:26]=[CH:25][C:24]=4[NH:29][C:30](=[O:32])[CH3:31])=[CH:18][C:17]=3[O:16][C:15]3[C:10]1=[CH:11][CH:12]=[CH:13][CH:14]=3)[CH2:2]2)[CH:40]=[CH2:39]. (2) The product is: [Br:1][C:2]1[CH:3]=[CH:4][C:5]2[CH2:8][CH2:9][C:10]3[C:18]([F:19])=[CH:17][CH:16]=[CH:15][C:11]=3[C:12](=[O:14])[C:6]=2[CH:7]=1. Given the reactants [Br:1][C:2]1[CH:7]=[CH:6][C:5]([CH2:8][CH2:9][C:10]2[C:18]([F:19])=[CH:17][CH:16]=[CH:15][C:11]=2[C:12]([OH:14])=O)=[CH:4][CH:3]=1, predict the reaction product. (3) Given the reactants [Cl:1][C:2]1[CH:3]=[C:4]([C:12]2[N:16]=[C:15]([C:17]3[CH:22]=[CH:21][C:20](/[CH:23]=[CH:24]\[C:25]([O:27]C)=[O:26])=[CH:19][CH:18]=3)[O:14][N:13]=2)[CH:5]=[CH:6][C:7]=1[O:8][CH:9]([CH3:11])[CH3:10].[OH-].[Na+].Cl, predict the reaction product. The product is: [Cl:1][C:2]1[CH:3]=[C:4]([C:12]2[N:16]=[C:15]([C:17]3[CH:22]=[CH:21][C:20](/[CH:23]=[CH:24]\[C:25]([OH:27])=[O:26])=[CH:19][CH:18]=3)[O:14][N:13]=2)[CH:5]=[CH:6][C:7]=1[O:8][CH:9]([CH3:11])[CH3:10]. (4) Given the reactants [CH3:1][NH:2][CH3:3].C(=O)([O-])[O-].[Na+].[Na+].Cl[CH2:11][CH2:12][CH2:13][CH2:14][CH2:15][CH2:16][C@H:17]1[CH2:34][C@@:32]2([CH3:33])[C@@H:28]([CH2:29][CH2:30][C@@H:31]2[OH:35])[C@@:27]2([CH:36]=[CH2:37])[C@H:18]1[C:19]1[CH:20]=[CH:21][C:22]([OH:38])=[CH:23][C:24]=1[CH2:25][CH2:26]2, predict the reaction product. The product is: [CH3:1][N:2]([CH3:3])[CH2:11][CH2:12][CH2:13][CH2:14][CH2:15][CH2:16][C@H:17]1[CH2:34][C@@:32]2([CH3:33])[C@@H:28]([CH2:29][CH2:30][C@@H:31]2[OH:35])[C@@:27]2([CH:36]=[CH2:37])[C@H:18]1[C:19]1[CH:20]=[CH:21][C:22]([OH:38])=[CH:23][C:24]=1[CH2:25][CH2:26]2. (5) The product is: [N:9]1[CH:14]=[CH:13][CH:12]=[CH:11][C:10]=1[N:15]1[CH2:16][CH2:17][N:18]([C:2]([Cl:1])=[O:4])[CH2:19][CH2:20]1. Given the reactants [Cl:1][C:2]([O:4]C(Cl)(Cl)Cl)=O.[N:9]1[CH:14]=[CH:13][CH:12]=[CH:11][C:10]=1[N:15]1[CH2:20][CH2:19][NH:18][CH2:17][CH2:16]1, predict the reaction product. (6) Given the reactants [Br:1][C:2]1[CH:11]=[C:10]2[C:5]([CH:6]=[CH:7][N:8]=[C:9]2Cl)=[CH:4][CH:3]=1.BrC1C=C2C(=CC=1)C([O:24][C:25]1[CH:30]=[CH:29][CH:28]=[CH:27][CH:26]=1)=NC=C2, predict the reaction product. The product is: [Br:1][C:2]1[CH:11]=[C:10]2[C:5]([CH:6]=[CH:7][N:8]=[C:9]2[O:24][C:25]2[CH:30]=[CH:29][CH:28]=[CH:27][CH:26]=2)=[CH:4][CH:3]=1.